This data is from Reaction yield outcomes from USPTO patents with 853,638 reactions. The task is: Predict the reaction yield, written as a fraction of the theoretical maximum amount of product (1.0 means a 100% yield; for example, 0.34 means a 34% yield). (1) The reactants are [CH2:1]([Mg]Br)[CH3:2].CO[C:7](=[O:15])[C:8]1[CH:13]=[CH:12][C:11]([Br:14])=[CH:10][CH:9]=1.[Cl-].[NH4+].O1CC[CH2:20][CH2:19]1. No catalyst specified. The product is [Br:14][C:11]1[CH:10]=[CH:9][C:8]([C:7]([OH:15])([CH2:1][CH3:2])[CH2:19][CH3:20])=[CH:13][CH:12]=1. The yield is 0.980. (2) The reactants are [CH3:1][O:2][C:3]1[CH:12]=[CH:11][C:10]2[NH:9][C:8](=[O:13])[C:7]3[S:14][CH:15]=[CH:16][C:6]=3[C:5]=2[C:4]=1[C:17]1[CH:22]=[CH:21][C:20]([C@H:23]([NH:26][C:27](=[O:33])[O:28][C:29]([CH3:32])([CH3:31])[CH3:30])[CH2:24][CH3:25])=[CH:19][CH:18]=1.[Cl:34]N1C(=O)CCC1=O. The catalyst is CN(C=O)C. The product is [Cl:34][C:11]1[C:10]2[NH:9][C:8](=[O:13])[C:7]3[S:14][CH:15]=[CH:16][C:6]=3[C:5]=2[C:4]([C:17]2[CH:22]=[CH:21][C:20]([C@H:23]([NH:26][C:27](=[O:33])[O:28][C:29]([CH3:32])([CH3:31])[CH3:30])[CH2:24][CH3:25])=[CH:19][CH:18]=2)=[C:3]([O:2][CH3:1])[CH:12]=1. The yield is 0.350. (3) The catalyst is CS(C)=O. The yield is 0.510. The product is [O:1]1[CH:5]=[CH:4][CH:3]=[C:2]1[C:6]1[N:11]=[C:10]([N:17]2[CH:21]=[CH:20][CH:19]=[N:18]2)[N:9]=[C:8]([NH2:16])[CH:7]=1. The reactants are [O:1]1[CH:5]=[CH:4][CH:3]=[C:2]1[C:6]1[N:11]=[C:10](S(C)(=O)=O)[N:9]=[C:8]([NH2:16])[CH:7]=1.[NH:17]1[CH:21]=[CH:20][CH:19]=[N:18]1.C(=O)([O-])[O-].[Cs+].[Cs+].O. (4) The reactants are F[P-](F)(F)(F)(F)F.[CH3:8][N:9](C)/[CH:10]=[C:11](\[C:16]([F:19])([F:18])[F:17])/[CH:12]=[N+:13](C)C.Cl.[CH3:22][O:23][C:24]1[CH:29]=[CH:28]C(NN)=[CH:26][CH:25]=1.C[O-].[Na+]. The catalyst is O1CCCC1. The product is [CH3:22][O:23][C:24]1[CH:29]=[CH:28][C:8]([N:9]2[CH:10]=[C:11]([C:16]([F:19])([F:18])[F:17])[CH:12]=[N:13]2)=[CH:26][CH:25]=1. The yield is 0.850.